Dataset: Full USPTO retrosynthesis dataset with 1.9M reactions from patents (1976-2016). Task: Predict the reactants needed to synthesize the given product. (1) Given the product [Br:9][C:10]1[CH:15]=[CH:14][C:13](/[CH:16]=[CH:17]/[CH2:18][N:5]2[CH2:6][CH2:7][C:2]([CH3:1])([OH:8])[CH2:3][CH2:4]2)=[CH:12][CH:11]=1, predict the reactants needed to synthesize it. The reactants are: [CH3:1][C:2]1([OH:8])[CH2:7][CH2:6][NH:5][CH2:4][CH2:3]1.[Br:9][C:10]1[CH:15]=[CH:14][C:13](/[CH:16]=[CH:17]/[CH2:18]Cl)=[CH:12][CH:11]=1.C(N(CC)CC)C. (2) The reactants are: [CH2:1]([O:3][C:4]([C:6]1[N:7]([C:18]2[CH:23]=[CH:22][C:21]([O:24][CH:25]([CH3:27])[CH3:26])=[CH:20][CH:19]=2)[C:8]2[C:13]([C:14]=1[CH:15]=[O:16])=[CH:12][C:11](Br)=[CH:10][CH:9]=2)=[O:5])[CH3:2].[C:28]([C:32]1[CH:37]=[CH:36][C:35](B(O)O)=[CH:34][CH:33]=1)([CH3:31])([CH3:30])[CH3:29].[O-]P([O-])([O-])=O.[K+].[K+].[K+].C1(C)C=CC=CC=1P(C1C=CC=CC=1C)C1C=CC=CC=1C.C([O-])(O)=O.[Na+]. Given the product [CH2:1]([O:3][C:4]([C:6]1[N:7]([C:18]2[CH:23]=[CH:22][C:21]([O:24][CH:25]([CH3:27])[CH3:26])=[CH:20][CH:19]=2)[C:8]2[C:13]([C:14]=1[CH:15]=[O:16])=[CH:12][C:11]([C:35]1[CH:36]=[CH:37][C:32]([C:28]([CH3:31])([CH3:30])[CH3:29])=[CH:33][CH:34]=1)=[CH:10][CH:9]=2)=[O:5])[CH3:2], predict the reactants needed to synthesize it. (3) Given the product [CH3:23][C:24]1[CH:25]=[C:26]([CH:29]=[CH:30][CH:31]=1)[CH2:27][NH:28][C:2]1[CH:7]=[C:6]([C:8]2[CH:13]=[C:12]([N:14]3[CH2:19][CH2:18][CH2:17][CH2:16][CH2:15]3)[CH:11]=[CH:10][C:9]=2[N+:20]([O-:22])=[O:21])[N:5]=[CH:4][N:3]=1, predict the reactants needed to synthesize it. The reactants are: Cl[C:2]1[CH:7]=[C:6]([C:8]2[CH:13]=[C:12]([N:14]3[CH2:19][CH2:18][CH2:17][CH2:16][CH2:15]3)[CH:11]=[CH:10][C:9]=2[N+:20]([O-:22])=[O:21])[N:5]=[CH:4][N:3]=1.[CH3:23][C:24]1[CH:25]=[C:26]([CH:29]=[CH:30][CH:31]=1)[CH2:27][NH2:28].C(=O)([O-])[O-].[K+].[K+].